This data is from Reaction yield outcomes from USPTO patents with 853,638 reactions. The task is: Predict the reaction yield, written as a fraction of the theoretical maximum amount of product (1.0 means a 100% yield; for example, 0.34 means a 34% yield). The reactants are [N+:1]([C:4]1[CH:5]=[C:6](O)[CH:7]=[CH:8][CH:9]=1)([O-:3])=[O:2].ClC[C:13]1[O:17][C:16]([C:18]([O:20][CH3:21])=[O:19])=[CH:15][CH:14]=1.[C:22]([O-])([O-])=[O:23].[K+].[K+]. The catalyst is CC(C)=O.O. The product is [N+:1]([C:4]1[CH:5]=[CH:6][C:7]([O:23][CH2:22][C:14]2[CH:15]=[C:16]([C:18]([O:20][CH3:21])=[O:19])[O:17][CH:13]=2)=[CH:8][CH:9]=1)([O-:3])=[O:2]. The yield is 0.900.